Predict the product of the given reaction. From a dataset of Forward reaction prediction with 1.9M reactions from USPTO patents (1976-2016). (1) The product is: [CH3:8][O:9][C:10](=[O:19])[C:11]1[CH:16]=[CH:15][C:14]([CH2:17][S:7][C:2]2[N:3]=[C:4]([C:11]3[CH:16]=[CH:15][C:14]([O:24][CH3:23])=[CH:13][CH:12]=3)[CH:5]=[CH:6][N:1]=2)=[CH:13][CH:12]=1. Given the reactants [N:1]1[CH:6]=[CH:5][CH:4]=[N:3][C:2]=1[SH:7].[CH3:8][O:9][C:10](=[O:19])[C:11]1[CH:16]=[CH:15][C:14]([CH2:17]Br)=[CH:13][CH:12]=1.CN([CH:23]=[O:24])C, predict the reaction product. (2) Given the reactants [C:1]([C:3]1[CH:8]=[CH:7][C:6]([CH2:9][C:10]([NH:12][CH:13]2[CH2:18][CH2:17][NH:16][CH2:15][CH2:14]2)=[O:11])=[CH:5][CH:4]=1)#[N:2].[C:19]1([CH:25]([C:29]2[CH:34]=[CH:33][CH:32]=[CH:31][CH:30]=2)[CH2:26][CH2:27]Br)[CH:24]=[CH:23][CH:22]=[CH:21][CH:20]=1.C(=O)([O-])[O-].[K+].[K+].[C:41](#[N:43])C, predict the reaction product. The product is: [C:41]([C:25]([C:29]1[CH:34]=[CH:33][CH:32]=[CH:31][CH:30]=1)([C:19]1[CH:24]=[CH:23][CH:22]=[CH:21][CH:20]=1)[CH2:26][CH2:27][N:16]1[CH2:17][CH2:18][CH:13]([NH:12][C:10](=[O:11])[CH2:9][C:6]2[CH:5]=[CH:4][C:3]([C:1]#[N:2])=[CH:8][CH:7]=2)[CH2:14][CH2:15]1)#[N:43].